This data is from Catalyst prediction with 721,799 reactions and 888 catalyst types from USPTO. The task is: Predict which catalyst facilitates the given reaction. (1) Product: [OH:41][CH:20]([C:11]1[C:12]2[O:17][CH2:16][C:15](=[O:18])[NH:14][C:13]=2[CH:19]=[C:9]([OH:8])[CH:10]=1)[CH2:21][NH:22][C:23]1([CH2:26][CH2:27][N:28]2[C:33]3[CH:34]=[CH:35][CH:36]=[CH:37][C:32]=3[C:31]([CH3:39])([CH3:38])[O:30][CH:29]2[OH:40])[CH2:25][CH2:24]1. Reactant: C([O:8][C:9]1[CH:10]=[C:11]([CH:20]([OH:41])[CH2:21][NH:22][C:23]2([CH2:26][CH2:27][N:28]3[C:33]4[CH:34]=[CH:35][CH:36]=[CH:37][C:32]=4[C:31]([CH3:39])([CH3:38])[O:30][C:29]3=[O:40])[CH2:25][CH2:24]2)[C:12]2[O:17][CH2:16][C:15](=[O:18])[NH:14][C:13]=2[CH:19]=1)C1C=CC=CC=1.[H][H]. The catalyst class is: 19. (2) Reactant: [I:1][CH2:2][CH2:3][CH2:4][CH2:5][CH2:6][CH2:7][CH2:8][CH2:9][CH2:10][CH3:11].[NH2:12][C:13]1[C:22]2[C:17](=[CH:18][CH:19]=[CH:20][CH:21]=2)[N:16]=[C:15]([CH3:23])[CH:14]=1. Product: [I-:1].[CH2:2]([N+:16]1[C:17]2[C:22](=[CH:21][CH:20]=[CH:19][CH:18]=2)[C:13]([NH2:12])=[CH:14][C:15]=1[CH3:23])[CH2:3][CH2:4][CH2:5][CH2:6][CH2:7][CH2:8][CH2:9][CH2:10][CH3:11]. The catalyst class is: 311. (3) Reactant: [Cl:1][C:2]1[CH:7]=[CH:6][C:5]([C@@H:8]2[CH2:13][CH2:12][C:11](=[O:14])[CH2:10][C@H:9]2[C:15]([O:17]C)=[O:16])=[CH:4][CH:3]=1.[OH-].[Li+]. Product: [Cl:1][C:2]1[CH:3]=[CH:4][C:5]([C@@H:8]2[CH2:13][CH2:12][C:11](=[O:14])[CH2:10][C@H:9]2[C:15]([OH:17])=[O:16])=[CH:6][CH:7]=1. The catalyst class is: 7. (4) Reactant: [CH2:1]([C:8]1[CH:13]=[C:12]([CH3:14])[N:11]=[C:10](Cl)[N:9]=1)[C:2]1[CH:7]=[CH:6][CH:5]=[CH:4][CH:3]=1.[F:16][C:17]1[CH:18]=[C:19]([NH2:29])[CH:20]=[CH:21][C:22]=1[N:23]1[CH:27]=[C:26]([CH3:28])[N:25]=[CH:24]1. Product: [CH2:1]([C:8]1[CH:13]=[C:12]([CH3:14])[N:11]=[C:10]([NH:29][C:19]2[CH:20]=[CH:21][C:22]([N:23]3[CH:27]=[C:26]([CH3:28])[N:25]=[CH:24]3)=[C:17]([F:16])[CH:18]=2)[N:9]=1)[C:2]1[CH:7]=[CH:6][CH:5]=[CH:4][CH:3]=1. The catalyst class is: 4. (5) Reactant: [CH3:1][C:2]1[CH:12]=[CH:11][C:5]([C:6]([N:8]=[C:9]=[S:10])=[O:7])=[CH:4][CH:3]=1.[CH2:13]([O:15][C:16]([C:18]1[CH:22]=[C:21]([NH2:23])[N:20]([C:24]([CH3:27])([CH3:26])[CH3:25])[CH:19]=1)=[O:17])[CH3:14].IN1C(=O)CCC1=O.S(S([O-])=O)([O-])(=O)=O.[Na+].[Na+]. Product: [CH2:13]([O:15][C:16]([C:18]1[C:22]2[S:10][C:9]([NH:8][C:6](=[O:7])[C:5]3[CH:4]=[CH:3][C:2]([CH3:1])=[CH:12][CH:11]=3)=[N:23][C:21]=2[N:20]([C:24]([CH3:25])([CH3:27])[CH3:26])[CH:19]=1)=[O:17])[CH3:14]. The catalyst class is: 1. (6) Reactant: [C:1]([OH:11])(=[O:10])[CH:2]=[CH:3][C:4]1[CH:9]=[CH:8][CH:7]=[CH:6][CH:5]=1.[C:12]([OH:21])(=[O:20])[C:13]1[C:14](=[CH:16][CH:17]=[CH:18][CH:19]=1)[OH:15].[OH-].[CH2:23]([P+:27]([CH2:36][CH2:37][CH2:38][CH3:39])([CH2:32][CH2:33][CH2:34][CH3:35])[CH2:28][CH2:29][CH2:30][CH3:31])[CH2:24][CH2:25][CH3:26]. Product: [C:12]([O-:21])(=[O:20])[C:13]1[C:14](=[CH:16][CH:17]=[CH:18][CH:19]=1)[OH:15].[CH2:36]([P+:27]([CH2:23][CH2:24][CH2:25][CH3:26])([CH2:28][CH2:29][CH2:30][CH3:31])[CH2:32][CH2:33][CH2:34][CH3:35])[CH2:37][CH2:38][CH3:39].[C:1]([OH:11])(=[O:10])[CH:2]=[CH:3][C:4]1[CH:5]=[CH:6][CH:7]=[CH:8][CH:9]=1. The catalyst class is: 21. (7) Reactant: [Br:1][C:2]1[CH:3]=[C:4]2[C:7](=[CH:8][CH:9]=1)[C:6](Br)(Br)[CH2:5]2.S(=O)(=O)(O)[OH:13]. Product: [Br:1][C:2]1[CH:3]=[C:4]2[C:7](=[CH:8][CH:9]=1)[C:6](=[O:13])[CH2:5]2. The catalyst class is: 6.